From a dataset of Reaction yield outcomes from USPTO patents with 853,638 reactions. Predict the reaction yield, written as a fraction of the theoretical maximum amount of product (1.0 means a 100% yield; for example, 0.34 means a 34% yield). (1) The reactants are [Cl:1][C:2]1[C:11]2[C:6](=[CH:7][CH:8]=[CH:9][CH:10]=2)[CH:5]=[CH:4][C:3]=1[O:12][CH2:13][C:14]([CH3:17])([NH2:16])[CH3:15].[N:18]1[CH:23]=[CH:22][CH:21]=[CH:20][C:19]=1[CH:24]=O. No catalyst specified. The product is [Cl:1][C:2]1[C:11]2[C:6](=[CH:7][CH:8]=[CH:9][CH:10]=2)[CH:5]=[CH:4][C:3]=1[O:12][CH2:13][C:14]([CH3:17])([NH:16][CH2:24][C:19]1[CH:20]=[CH:21][CH:22]=[CH:23][N:18]=1)[CH3:15]. The yield is 0.340. (2) The reactants are [C:1]([O:5][C:6](=[O:22])[NH:7][C@H:8]([C:15]1[CH:20]=[CH:19][CH:18]=[C:17]([OH:21])[CH:16]=1)[C:9]1[CH:14]=[CH:13][CH:12]=[CH:11][CH:10]=1)([CH3:4])([CH3:3])[CH3:2].Br[CH2:24][C:25]1[CH:34]=[CH:33][C:28]([C:29]([O:31][CH3:32])=[O:30])=[CH:27][CH:26]=1.C(=O)([O-])[O-].[K+].[K+]. The catalyst is C(#N)C. The product is [C:1]([O:5][C:6]([NH:7][C@@H:8]([C:9]1[CH:14]=[CH:13][CH:12]=[CH:11][CH:10]=1)[C:15]1[CH:16]=[C:17]([CH:18]=[CH:19][CH:20]=1)[O:21][CH2:24][C:25]1[CH:34]=[CH:33][C:28]([C:29]([O:31][CH3:32])=[O:30])=[CH:27][CH:26]=1)=[O:22])([CH3:4])([CH3:2])[CH3:3]. The yield is 0.680. (3) The reactants are B(F)(F)F.CC[O:7][CH2:8][CH3:9].[CH3:10][C:11](=O)[CH:12]=[CH:13][CH2:14][CH3:15].[CH2:17]=[CH:18][CH:19]=CC.C([O-])([O-])=O.[K+].[K+]. The catalyst is ClCCl. The product is [CH2:11]([C@@H:12]1[C@@H:17]([C:8](=[O:7])[CH3:9])[C@@H:18]([CH3:19])[CH:15]=[CH:14][CH2:13]1)[CH3:10]. The yield is 0.980. (4) The reactants are [F:1][C:2]1([F:17])[O:6][C:5]2[CH:7]=[CH:8][C:9]([C:11]3([C:14](Cl)=[O:15])[CH2:13][CH2:12]3)=[CH:10][C:4]=2[O:3]1.C(N(CC)CC)C.[Cl:25][C:26]1[N:31]=[C:30]([NH2:32])[CH:29]=[CH:28][C:27]=1[CH2:33][CH3:34]. The catalyst is ClCCl. The product is [Cl:25][C:26]1[N:31]=[C:30]([NH:32][C:14]([C:11]2([C:9]3[CH:8]=[CH:7][C:5]4[O:6][C:2]([F:17])([F:1])[O:3][C:4]=4[CH:10]=3)[CH2:13][CH2:12]2)=[O:15])[CH:29]=[CH:28][C:27]=1[CH2:33][CH3:34]. The yield is 0.690. (5) The reactants are [CH3:1][C:2]1([CH3:34])[C:8](=[O:9])[NH:7][C:6]2[N:10]=[CH:11][C:12](/[CH:14]=[CH:15]/[C:16]([N:18]([CH2:20][C:21]3[CH:26]=[CH:25][CH:24]=[C:23]([O:27][CH3:28])[C:22]=3[O:29][CH2:30][CH:31]([CH3:33])[CH3:32])[CH3:19])=[O:17])=[CH:13][C:5]=2[CH2:4][NH:3]1.[ClH:35]. The catalyst is C(Cl)Cl.C(OCC)C. The product is [ClH:35].[CH3:1][C:2]1([CH3:34])[C:8](=[O:9])[NH:7][C:6]2[N:10]=[CH:11][C:12](/[CH:14]=[CH:15]/[C:16]([N:18]([CH2:20][C:21]3[CH:26]=[CH:25][CH:24]=[C:23]([O:27][CH3:28])[C:22]=3[O:29][CH2:30][CH:31]([CH3:32])[CH3:33])[CH3:19])=[O:17])=[CH:13][C:5]=2[CH2:4][NH:3]1. The yield is 0.470. (6) The reactants are [H-].[Na+].C(OP([CH2:11][C:12]([O:14][CH2:15][CH3:16])=[O:13])(OCC)=O)C.[Cl:17][C:18]1[CH:23]=[C:22]([Cl:24])[CH:21]=[CH:20][C:19]=1[N:25]1[C:30]2=[N:31][C:32]3[C:33](=[C:34]([CH:38]=O)[CH:35]=[CH:36][CH:37]=3)[N:29]2[CH2:28][CH2:27][CH2:26]1. The catalyst is O1CCCC1.O. The product is [Cl:17][C:18]1[CH:23]=[C:22]([Cl:24])[CH:21]=[CH:20][C:19]=1[N:25]1[C:30]2=[N:31][C:32]3[CH:37]=[CH:36][CH:35]=[C:34](/[CH:38]=[CH:11]/[C:12]([O:14][CH2:15][CH3:16])=[O:13])[C:33]=3[N:29]2[CH2:28][CH2:27][CH2:26]1. The yield is 0.760. (7) The reactants are [CH3:1][C:2]1[N:6]2[CH2:7][CH2:8][N:9]([C:11]3[N:16]=[C:15]([NH2:17])[C:14]([N+:18]([O-])=O)=[CH:13][CH:12]=3)[CH2:10][C:5]2=[N:4][N:3]=1.[CH2:21]([O:28][C:29]1[CH:36]=[CH:35][C:32]([CH:33]=O)=[CH:31][CH:30]=1)[C:22]1[CH:27]=[CH:26][CH:25]=[CH:24][CH:23]=1.S(S([O-])=O)([O-])=O.[Na+].[Na+].N. The catalyst is CCO.O. The product is [CH2:21]([O:28][C:29]1[CH:30]=[CH:31][C:32]([C:33]2[NH:17][C:15]3=[N:16][C:11]([N:9]4[CH2:8][CH2:7][N:6]5[C:2]([CH3:1])=[N:3][N:4]=[C:5]5[CH2:10]4)=[CH:12][CH:13]=[C:14]3[N:18]=2)=[CH:35][CH:36]=1)[C:22]1[CH:23]=[CH:24][CH:25]=[CH:26][CH:27]=1. The yield is 0.300. (8) The reactants are Cl[CH2:2][C:3]1[N:12]([C:13]2[CH:18]=[CH:17][CH:16]=[CH:15][C:14]=2[Cl:19])[C:11](=[O:20])[C:10]2[C:5](=[CH:6][CH:7]=[CH:8][C:9]=2[F:21])[N:4]=1.[N:22]1[C:30]([NH2:31])=[C:29]2[C:25]([N:26]=[CH:27][NH:28]2)=[N:24][CH:23]=1.C([O-])([O-])=O.[K+].[K+]. The catalyst is CN(C=O)C. The product is [NH2:31][C:30]1[N:22]=[CH:23][N:24]=[C:25]2[C:29]=1[N:28]=[CH:27][N:26]2[CH2:2][C:3]1[N:12]([C:13]2[CH:18]=[CH:17][CH:16]=[CH:15][C:14]=2[Cl:19])[C:11](=[O:20])[C:10]2[C:5](=[CH:6][CH:7]=[CH:8][C:9]=2[F:21])[N:4]=1. The yield is 0.640. (9) The reactants are [O:1]1[C:5]2[CH:6]=[CH:7][C:8]([CH2:10][CH:11]([CH3:16])[CH2:12][C:13]([OH:15])=O)=[CH:9][C:4]=2[O:3][CH2:2]1.C([O-])([O-])=O.[K+].[K+].O=P(Cl)(Cl)Cl.[OH-].[Na+]. The catalyst is CC#N. The product is [CH3:16][CH:11]1[CH2:10][C:8]2[C:7](=[CH:6][C:5]3[O:1][CH2:2][O:3][C:4]=3[CH:9]=2)[C:13](=[O:15])[CH2:12]1. The yield is 0.700. (10) The reactants are [F:1][C:2]1[CH:7]=[CH:6][C:5]([C:8]([C:10]2[N:19]=[C:18]([NH:20][C:21]3[CH:25]=[C:24]([CH3:26])[NH:23][N:22]=3)[C:17]3[C:12](=[CH:13][CH:14]=[CH:15][CH:16]=3)[N:11]=2)=O)=[CH:4][CH:3]=1.[CH:27]1([NH2:30])[CH2:29][CH2:28]1.[BH4-].[Na+].CO. The catalyst is CC(O)C. The product is [CH:27]1([NH:30][CH:8]([C:5]2[CH:6]=[CH:7][C:2]([F:1])=[CH:3][CH:4]=2)[C:10]2[N:19]=[C:18]([NH:20][C:21]3[CH:25]=[C:24]([CH3:26])[NH:23][N:22]=3)[C:17]3[C:12](=[CH:13][CH:14]=[CH:15][CH:16]=3)[N:11]=2)[CH2:29][CH2:28]1. The yield is 0.0900.